Task: Predict the product of the given reaction.. Dataset: Forward reaction prediction with 1.9M reactions from USPTO patents (1976-2016) Given the reactants Br[C:2]1[CH:7]=[CH:6][C:5]([C@@H:8]2[CH2:10][C@H:9]2[CH2:11][OH:12])=[CH:4][CH:3]=1.[Na+].[I-:14].CNCCNC.N, predict the reaction product. The product is: [I:14][C:2]1[CH:7]=[CH:6][C:5]([C@@H:8]2[CH2:10][C@H:9]2[CH2:11][OH:12])=[CH:4][CH:3]=1.